Predict the reactants needed to synthesize the given product. From a dataset of Full USPTO retrosynthesis dataset with 1.9M reactions from patents (1976-2016). The reactants are: [O:1]=[C:2]1[CH:7]=[CH:6][CH:5]=[CH:4][N:3]1[C@@H:8]([CH3:12])[C:9]([OH:11])=O.[C:13]([O:17][C:18](=[O:26])[CH2:19][CH:20]([NH2:25])[CH:21]([OH:24])[CH2:22][F:23])([CH3:16])([CH3:15])[CH3:14].C1C=NC2N(O)N=NC=2C=1.C(Cl)CCl. Given the product [C:13]([O:17][C:18](=[O:26])[CH2:19][CH:20]([NH:25][C:9](=[O:11])[C@@H:8]([N:3]1[CH:4]=[CH:5][CH:6]=[CH:7][C:2]1=[O:1])[CH3:12])[CH:21]([OH:24])[CH2:22][F:23])([CH3:16])([CH3:14])[CH3:15], predict the reactants needed to synthesize it.